This data is from Reaction yield outcomes from USPTO patents with 853,638 reactions. The task is: Predict the reaction yield, written as a fraction of the theoretical maximum amount of product (1.0 means a 100% yield; for example, 0.34 means a 34% yield). (1) The reactants are [CH2:1]([O:8][C:9]([N:11]1[CH2:15][C:14]([C:16]2[CH:21]=[CH:20][CH:19]=[CH:18][CH:17]=2)=[CH:13][C@@H:12]1[CH2:22][C:23]#[N:24])=[O:10])[C:2]1[CH:7]=[CH:6][CH:5]=[CH:4][CH:3]=1. The catalyst is C(OCC)(=O)C.[OH-].[OH-].[Pd+2]. The product is [CH2:1]([O:8][C:9]([N:11]1[CH2:15][C@@H:14]([C:16]2[CH:17]=[CH:18][CH:19]=[CH:20][CH:21]=2)[CH2:13][C@H:12]1[CH2:22][C:23]#[N:24])=[O:10])[C:2]1[CH:3]=[CH:4][CH:5]=[CH:6][CH:7]=1. The yield is 0.700. (2) The reactants are [Cl:1][C:2]1[C:11]2[C:6](=[CH:7][C:8]([Cl:15])=[C:9]([N+:12]([O-:14])=[O:13])[CH:10]=2)[N:5]=[CH:4][N:3]=1.[Cl:16][C:17]1[CH:23]=[CH:22][C:20]([NH2:21])=[C:19]([F:24])[CH:18]=1.Cl. The catalyst is CC(O)C.CC(C)=O. The product is [ClH:1].[Cl:15][C:8]1[CH:7]=[C:6]2[C:11]([C:2]([NH:21][C:20]3[CH:22]=[CH:23][C:17]([Cl:16])=[CH:18][C:19]=3[F:24])=[N:3][CH:4]=[N:5]2)=[CH:10][C:9]=1[N+:12]([O-:14])=[O:13]. The yield is 0.900. (3) The product is [Cl:9][C:4]1[CH:3]=[C:2]([F:1])[C:7]([CH:23]=[O:24])=[C:6]([F:8])[CH:5]=1. The yield is 0.960. The catalyst is O1CCCC1.CCOCC. The reactants are [F:1][C:2]1[CH:3]=[C:4]([Cl:9])[CH:5]=[C:6]([F:8])[CH:7]=1.C([Li])CCC.CCCCCC.CN(C)[CH:23]=[O:24].Cl.